The task is: Predict the product of the given reaction.. This data is from Forward reaction prediction with 1.9M reactions from USPTO patents (1976-2016). Given the reactants C[O:2][C:3](=[O:28])[CH:4]([N:13]1[CH2:17][C:16]([O:18][C:19]2[C:24]([F:25])=[CH:23][CH:22]=[CH:21][C:20]=2[F:26])=[CH:15][C:14]1=[O:27])[CH2:5][CH:6]1[CH2:11][CH:10]2[CH2:12][CH:7]1[CH2:8][CH2:9]2.O.[OH-].[Li+].Cl, predict the reaction product. The product is: [CH:7]12[CH2:12][CH:10]([CH2:9][CH2:8]1)[CH2:11][CH:6]2[CH2:5][CH:4]([N:13]1[CH2:17][C:16]([O:18][C:19]2[C:20]([F:26])=[CH:21][CH:22]=[CH:23][C:24]=2[F:25])=[CH:15][C:14]1=[O:27])[C:3]([OH:28])=[O:2].